The task is: Predict the reactants needed to synthesize the given product.. This data is from Full USPTO retrosynthesis dataset with 1.9M reactions from patents (1976-2016). (1) Given the product [Br:32][C:27]1[CH:28]=[C:29]2[C:24](=[CH:25][CH:26]=1)[CH:23]=[C:22]([C:18]1[CH:19]=[CH:20][C:15]3[O:14][C:13]4[CH:8]=[CH:9][CH:10]=[CH:11][C:12]=4[C:16]=3[CH:17]=1)[CH:31]=[CH:30]2, predict the reactants needed to synthesize it. The reactants are: BrC1C=CC([C:8]2[C:13]3[O:14][C:15]4[CH:20]=[CH:19][CH:18]=[CH:17][C:16]=4[C:12]=3[CH:11]=[CH:10][CH:9]=2)=CC=1.Br[C:22]1[CH:31]=[CH:30][C:29]2[C:24](=[CH:25][CH:26]=[C:27]([Br:32])[CH:28]=2)[CH:23]=1. (2) Given the product [CH2:1]([O:3][C:4]([C:6]1[C:7]([CH3:22])=[CH:8][NH:9][C:10]=1[CH2:11][C:12]([OH:14])=[O:13])=[O:5])[CH3:2], predict the reactants needed to synthesize it. The reactants are: [CH2:1]([O:3][C:4]([C:6]1[C:7]([CH3:22])=[C:8](C(OC(C)(C)C)=O)[NH:9][C:10]=1[CH2:11][C:12]([OH:14])=[O:13])=[O:5])[CH3:2].FC(F)(F)C(O)=O.C(=O)=O.C(O)C.[OH-].[Na+]. (3) Given the product [NH2:11][C@@H:6]1[CH2:7][CH2:8][CH2:9][CH2:10][C@@H:5]1[C:3]([NH2:12])=[O:2], predict the reactants needed to synthesize it. The reactants are: C[O:2][C:3]([C@H:5]1[CH2:10][CH2:9][CH2:8][CH2:7][C@H:6]1[NH2:11])=O.[NH3:12]. (4) The reactants are: [NH2:1][C:2]1[S:3][C:4]([C:8]([O:10]CC)=[O:9])=[C:5]([CH3:7])[N:6]=1.[OH-].[Na+].O1CCCC1. Given the product [NH2:1][C:2]1[S:3][C:4]([C:8]([OH:10])=[O:9])=[C:5]([CH3:7])[N:6]=1, predict the reactants needed to synthesize it. (5) Given the product [CH:17]1([O:15][C:14](=[O:16])[C@H:9]([CH2:10][CH2:11][S:12][CH3:13])[NH:8][C:6]([O:5][C:1]([CH3:4])([CH3:2])[CH3:3])=[O:7])[CH2:21][CH2:20][CH2:19][CH2:18]1, predict the reactants needed to synthesize it. The reactants are: [C:1]([O:5][C:6]([NH:8][C@H:9]([C:14]([OH:16])=[O:15])[CH2:10][CH2:11][S:12][CH3:13])=[O:7])([CH3:4])([CH3:3])[CH3:2].[CH:17]1(O)[CH2:21][CH2:20][CH2:19][CH2:18]1.C(Cl)CCl. (6) Given the product [CH2:1]([S:4][CH2:5][C@@H:6]([CH3:10])[C:7]([OH:9])=[O:8])[CH2:2][CH2:17][CH2:16][CH:15]=[CH2:14], predict the reactants needed to synthesize it. The reactants are: [C:1]([S:4][CH2:5][C@@H:6]([CH3:10])[C:7]([OH:9])=[O:8])(=O)[CH3:2].[OH-].[Na+].Br[CH2:14][CH2:15][CH2:16][CH2:17]C=C.Cl. (7) Given the product [CH2:1]([C:4]1[C:13]([O:14][CH3:24])=[C:12]([O:15][CH3:16])[CH:11]=[C:10]2[C:5]=1[C:6]([NH:17][C:18]1[CH:23]=[CH:22][CH:21]=[CH:20][CH:19]=1)=[N:7][CH:8]=[N:9]2)[CH:2]=[CH2:3], predict the reactants needed to synthesize it. The reactants are: [CH2:1]([C:4]1[C:13]([OH:14])=[C:12]([O:15][CH3:16])[CH:11]=[C:10]2[C:5]=1[C:6]([NH:17][C:18]1[CH:23]=[CH:22][CH:21]=[CH:20][CH:19]=1)=[N:7][CH:8]=[N:9]2)[CH:2]=[CH2:3].[CH3:24]I.